This data is from Forward reaction prediction with 1.9M reactions from USPTO patents (1976-2016). The task is: Predict the product of the given reaction. (1) The product is: [CH2:1]([O:8][C:9]([N:11]1[CH2:16][CH2:15][CH:14]([NH:20][CH3:19])[CH2:13][CH2:12]1)=[O:10])[C:2]1[CH:7]=[CH:6][CH:5]=[CH:4][CH:3]=1. Given the reactants [CH2:1]([O:8][C:9]([N:11]1[CH2:16][CH2:15][C:14](=O)[CH2:13][CH2:12]1)=[O:10])[C:2]1[CH:7]=[CH:6][CH:5]=[CH:4][CH:3]=1.Cl.[CH3:19][NH2:20].CC(O)=O.C([O-])(O)=O.[Na+], predict the reaction product. (2) Given the reactants C(NC(C)C)(C)C.[Li]CCCC.[CH:13]1([C:18]([O:20][CH2:21][CH3:22])=[O:19])[CH2:17][CH2:16][CH2:15][CH2:14]1.[F:23]N(S(C1C=CC=CC=1)(=O)=O)S(C1C=CC=CC=1)(=O)=O, predict the reaction product. The product is: [CH2:21]([O:20][C:18]([C:13]1([F:23])[CH2:17][CH2:16][CH2:15][CH2:14]1)=[O:19])[CH3:22]. (3) The product is: [Cl:22][C:18]1[CH:17]=[C:16]([CH:21]=[CH:20][CH:19]=1)[CH2:15][C:13]1[CH:14]=[C:10]([CH2:9][OH:8])[S:11][C:12]=1[CH3:23]. Given the reactants C([Si]([O:8][CH2:9][C:10]1[S:11][C:12]([CH3:23])=[C:13]([CH2:15][C:16]2[CH:21]=[CH:20][CH:19]=[C:18]([Cl:22])[CH:17]=2)[CH:14]=1)(C)C)(C)(C)C.Cl.C([O-])(O)=O.[Na+], predict the reaction product. (4) Given the reactants [O:1]1[CH2:6][CH2:5][C:4](=[O:7])[CH2:3][CH2:2]1.Cl[C:9](=[O:15])[C:10]([O:12][CH2:13][CH3:14])=[O:11], predict the reaction product. The product is: [O:15]=[C:9]([CH:3]1[C:4](=[O:7])[CH2:5][CH2:6][O:1][CH2:2]1)[C:10]([O:12][CH2:13][CH3:14])=[O:11].